The task is: Predict the product of the given reaction.. This data is from Forward reaction prediction with 1.9M reactions from USPTO patents (1976-2016). (1) Given the reactants COC1C=CC(C[N:8](CC2C=CC(OC)=CC=2)[C:9]2[N:14]=[C:13]([CH3:15])[N:12]=[C:11]([C:16]3[C:17]([NH:30][C:31]4[CH:32]=[CH:33][C:34]5[S:38][CH:37]=[N:36][C:35]=5[CH:39]=4)=[N:18][CH:19]=[C:20]([CH:22]([N:24]4[CH2:29][CH2:28][NH:27][CH2:26][CH2:25]4)[CH3:23])[CH:21]=3)[N:10]=2)=CC=1.C(N(CC)CC)C.[CH3:58][S:59](Cl)(=[O:61])=[O:60].FC(F)(F)C(O)=O.FC(F)(F)S(O)(=O)=O, predict the reaction product. The product is: [NH2:8][C:9]1[N:14]=[C:13]([CH3:15])[N:12]=[C:11]([C:16]2[C:17]([NH:30][C:31]3[CH:32]=[CH:33][C:34]4[S:38][CH:37]=[N:36][C:35]=4[CH:39]=3)=[N:18][CH:19]=[C:20]([CH:22]([N:24]3[CH2:29][CH2:28][N:27]([S:59]([CH3:58])(=[O:61])=[O:60])[CH2:26][CH2:25]3)[CH3:23])[CH:21]=2)[N:10]=1. (2) Given the reactants [F:1][C:2]1[CH:7]=[C:6]([C:8]2[CH:16]=[C:15]3[C:11]([C:12]([C:17]4[NH:18][C:19]5[CH2:24][CH2:23][NH:22][CH2:21][C:20]=5[N:25]=4)=[N:13][NH:14]3)=[CH:10][CH:9]=2)[C:5]([CH2:26][C:27]([F:30])([F:29])[F:28])=[CH:4][C:3]=1[OH:31].[OH:32][C:33]1[CH:40]=[CH:39][C:36]([CH:37]=O)=[CH:35][CH:34]=1, predict the reaction product. The product is: [F:1][C:2]1[CH:7]=[C:6]([C:8]2[CH:16]=[C:15]3[C:11]([C:12]([C:17]4[NH:18][C:19]5[CH2:24][CH2:23][N:22]([CH2:37][C:36]6[CH:39]=[CH:40][C:33]([OH:32])=[CH:34][CH:35]=6)[CH2:21][C:20]=5[N:25]=4)=[N:13][NH:14]3)=[CH:10][CH:9]=2)[C:5]([CH2:26][C:27]([F:28])([F:29])[F:30])=[CH:4][C:3]=1[OH:31]. (3) Given the reactants [O:1]1[C:6]2[CH:7]=[CH:8][C:9]([N:11]3[CH2:15][C@@H:14]([CH2:16][OH:17])[O:13][C:12]3=[O:18])=[CH:10][C:5]=2[O:4][CH2:3][CH2:2]1.C(OC1C(OC(=O)C)=C(I)C=CC=1)(=[O:21])C.CC1(C)N([O])C(C)(C)CCC1.C([O-])([O-])=O.[Na+].[Na+], predict the reaction product. The product is: [O:1]1[C:6]2[CH:7]=[CH:8][C:9]([N:11]3[CH2:15][C@@H:14]([C:16]([OH:21])=[O:17])[O:13][C:12]3=[O:18])=[CH:10][C:5]=2[O:4][CH2:3][CH2:2]1. (4) Given the reactants CC(OI1(OC(C)=O)(OC(C)=O)OC(=O)C2C=CC=CC1=2)=O.[C:23]([O:27][C:28]([N:30]([C:55]([O:57][C:58]([CH3:61])([CH3:60])[CH3:59])=[O:56])[C:31]1[C:32]2[C:39]([I:40])=[CH:38][N:37]([C@@H:41]3[CH2:45][N:44]([C:46]([O:48][C:49]([CH3:52])([CH3:51])[CH3:50])=[O:47])[C@H:43]([CH2:53][OH:54])[CH2:42]3)[C:33]=2[N:34]=[CH:35][N:36]=1)=[O:29])([CH3:26])([CH3:25])[CH3:24].O, predict the reaction product. The product is: [C:23]([O:27][C:28]([N:30]([C:55]([O:57][C:58]([CH3:61])([CH3:60])[CH3:59])=[O:56])[C:31]1[C:32]2[C:39]([I:40])=[CH:38][N:37]([C@@H:41]3[CH2:45][N:44]([C:46]([O:48][C:49]([CH3:50])([CH3:51])[CH3:52])=[O:47])[C@H:43]([CH:53]=[O:54])[CH2:42]3)[C:33]=2[N:34]=[CH:35][N:36]=1)=[O:29])([CH3:24])([CH3:25])[CH3:26]. (5) Given the reactants [NH:1]1[CH2:5][CH2:4][C@@H:3]([C:6]([NH2:9])([CH3:8])[CH3:7])[CH2:2]1.[CH:10]1([N:13]2[C:22]3[C:17](=[CH:18][CH:19]=[C:20](F)[C:21]=3[O:23][CH3:24])[C:16](=[O:26])[C:15]3[C:27]([OH:32])=[C:28]([C:30]#[N:31])[S:29][C:14]2=3)[CH2:12][CH2:11]1.OC1C2C(=O)C3C(=C(OC)C=CC=3)NC=2SC=1C#N, predict the reaction product. The product is: [NH2:9][C:6]([C@@H:3]1[CH2:4][CH2:5][N:1]([C:20]2[C:21]([O:23][CH3:24])=[C:22]3[C:17]([C:16](=[O:26])[C:15]4[C:27]([OH:32])=[C:28]([C:30]#[N:31])[S:29][C:14]=4[N:13]3[CH:10]3[CH2:11][CH2:12]3)=[CH:18][CH:19]=2)[CH2:2]1)([CH3:8])[CH3:7]. (6) Given the reactants CN.C([O-])([O-])=O.[K+].[K+].Br[CH2:10]/[CH:11]=[CH:12]/[C:13]([O:15][CH3:16])=[O:14].C[CH2:18][N:19](CC)CC.[CH3:24][C:25]([O:28][C:29]([O:31]C(OC(C)(C)C)=O)=O)([CH3:27])[CH3:26], predict the reaction product. The product is: [C:25]([O:28][C:29]([N:19]([CH3:18])[CH2:10]/[CH:11]=[CH:12]/[C:13]([O:15][CH3:16])=[O:14])=[O:31])([CH3:27])([CH3:26])[CH3:24]. (7) Given the reactants [Cl:1][C:2]1[CH:17]=[CH:16][CH:15]=[C:14]([F:18])[C:3]=1/[CH:4]=[N:5]/[NH:6][C:7]1[CH:12]=[CH:11][C:10]([I:13])=[CH:9][CH:8]=1.P(Cl)(Cl)(Cl)(Cl)[Cl:20], predict the reaction product. The product is: [Cl:1][C:2]1[CH:17]=[CH:16][CH:15]=[C:14]([F:18])[C:3]=1[C:4]([Cl:20])=[N:5][NH:6][C:7]1[CH:8]=[CH:9][C:10]([I:13])=[CH:11][CH:12]=1. (8) The product is: [Cl:1][C:2]1[N:3]=[C:4]([Cl:22])[C:5]2[C:10]([CH3:24])=[CH:9][N:8]([S:12]([C:15]3[CH:20]=[CH:19][C:18]([CH3:21])=[CH:17][CH:16]=3)(=[O:14])=[O:13])[C:6]=2[N:7]=1. Given the reactants [Cl:1][C:2]1[N:3]=[C:4]([Cl:22])[C:5]2[C:10](I)=[CH:9][N:8]([S:12]([C:15]3[CH:20]=[CH:19][C:18]([CH3:21])=[CH:17][CH:16]=3)(=[O:14])=[O:13])[C:6]=2[N:7]=1.[Cl-].[CH3:24][Zn+], predict the reaction product. (9) Given the reactants Cl.[CH2:2]1[O:10][C:9]2[CH:8]=[CH:7][C:6]([CH:11]3[C:15]4[NH:16][C:17]5[CH:18]=[CH:19][CH:20]=[CH:21][C:22]=5[C:23](=[O:24])[C:14]=4[CH2:13][NH:12]3)=[CH:5][C:4]=2[O:3]1.C(C/[C:29](=[CH:33]\[C:34]1[CH:39]=[CH:38][CH:37]=[CH:36][CH:35]=1)/[C:30]([OH:32])=O)(O)=O.C(N(CC)CC)C.ClCCl, predict the reaction product. The product is: [CH3:4][O:3][C:2](=[O:10])[C:37]1[CH:36]=[CH:35][C:34](/[CH:33]=[CH:29]/[C:30](=[O:32])[N:12]2[CH2:13][C:14]3[C:23](=[O:24])[C:22]4[CH:21]=[CH:20][CH:19]=[CH:18][C:17]=4[NH:16][C:15]=3[CH:11]2[C:6]2[CH:7]=[CH:8][C:9]3[O:10][CH2:2][O:3][C:4]=3[CH:5]=2)=[CH:39][CH:38]=1.